From a dataset of Forward reaction prediction with 1.9M reactions from USPTO patents (1976-2016). Predict the product of the given reaction. (1) Given the reactants [Cl:1][C:2]1[CH:7]=[C:6]([Cl:8])[CH:5]=[CH:4][C:3]=1[CH2:9][O:10][C@@H:11]1[C@@H:17]([CH2:18][O:19][CH2:20][C:21]2[CH:26]=[CH:25][C:24]([Cl:27])=[CH:23][C:22]=2[Cl:28])[O:16][C@H:13](OC)[C@:12]1([CH3:30])[OH:29].Br.[NH2:32][C:33]1[N:38]=[CH:37][N:36]=[C:35]2[NH:39][N:40]=[CH:41][C:34]=12.[H-].[Na+], predict the reaction product. The product is: [NH2:32][C:33]1[N:38]=[CH:37][N:36]=[C:35]2[N:39]([C@@H:13]3[O:16][C@H:17]([CH2:11][O:10][CH2:9][C:3]4[CH:4]=[CH:5][C:6]([Cl:8])=[CH:7][C:2]=4[Cl:1])[C@@H:18]([O:19][CH2:20][C:21]4[CH:26]=[CH:25][C:24]([Cl:27])=[CH:23][C:22]=4[Cl:28])[C@@:12]3([CH3:30])[OH:29])[N:40]=[CH:41][C:34]=12. (2) Given the reactants Br[C:2]1[CH:12]=[CH:11][C:5]2[O:6][C:7]([F:10])([F:9])[O:8][C:4]=2[C:3]=1[Cl:13].C(O[B:18]1[O:22][C:21]([CH3:24])([CH3:23])[C:20]([CH3:26])([CH3:25])[O:19]1)(C)C, predict the reaction product. The product is: [Cl:13][C:3]1[C:4]2[O:8][C:7]([F:10])([F:9])[O:6][C:5]=2[CH:11]=[CH:12][C:2]=1[B:18]1[O:22][C:21]([CH3:24])([CH3:23])[C:20]([CH3:26])([CH3:25])[O:19]1. (3) Given the reactants [Cl:1][C:2]1[CH:10]=[C:9]2[C:5]([C:6]([C:11](=[O:16])[C:12]([F:15])([F:14])[F:13])=[CH:7][NH:8]2)=[CH:4][CH:3]=1.N1C=CC=CC=1.[F:23][C:24]1[CH:25]=[C:26](B(O)O)[CH:27]=[C:28]([F:30])[CH:29]=1, predict the reaction product. The product is: [Cl:1][C:2]1[CH:10]=[C:9]2[C:5]([C:6]([C:11](=[O:16])[C:12]([F:13])([F:14])[F:15])=[CH:7][N:8]2[C:26]2[CH:25]=[C:24]([F:23])[CH:29]=[C:28]([F:30])[CH:27]=2)=[CH:4][CH:3]=1.